Dataset: Reaction yield outcomes from USPTO patents with 853,638 reactions. Task: Predict the reaction yield, written as a fraction of the theoretical maximum amount of product (1.0 means a 100% yield; for example, 0.34 means a 34% yield). (1) The reactants are [N:1]1([CH:7]2[CH2:12][CH2:11][N:10]([CH2:13][C:14]3[C:15]([C:27]4[CH:32]=[CH:31][CH:30]=[CH:29][CH:28]=4)=[N:16][C:17]4[C:22]([C:23]=3[C:24](O)=[O:25])=[CH:21][CH:20]=[CH:19][CH:18]=4)[CH2:9][CH2:8]2)[CH2:6][CH2:5][CH2:4][CH2:3][CH2:2]1.CN(C(ON1N=NC2C=CC=CC1=2)=[N+](C)C)C.F[P-](F)(F)(F)(F)F.C(N(CC)CC)C.[OH:64][C:65]1[CH:66]=[C:67]([CH:70]=[CH:71][CH:72]=1)[CH2:68][NH2:69]. The catalyst is C1COCC1.C(Cl)Cl. The product is [OH:64][C:65]1[CH:66]=[C:67]([CH:70]=[CH:71][CH:72]=1)[CH2:68][NH:69][C:24]([C:23]1[C:22]2[C:17](=[CH:18][CH:19]=[CH:20][CH:21]=2)[N:16]=[C:15]([C:27]2[CH:32]=[CH:31][CH:30]=[CH:29][CH:28]=2)[C:14]=1[CH2:13][N:10]1[CH2:11][CH2:12][CH:7]([N:1]2[CH2:2][CH2:3][CH2:4][CH2:5][CH2:6]2)[CH2:8][CH2:9]1)=[O:25]. The yield is 0.206. (2) The reactants are Br[C:2]1[CH:7]=[CH:6][CH:5]=[CH:4][C:3]=1[CH2:8][C:9]#[N:10].[Cl:11][C:12]1[CH:17]=[CH:16][C:15](B(O)O)=[CH:14][CH:13]=1.C([O-])([O-])=O.[Na+].[Na+]. The catalyst is C1C=CC([P]([Pd]([P](C2C=CC=CC=2)(C2C=CC=CC=2)C2C=CC=CC=2)([P](C2C=CC=CC=2)(C2C=CC=CC=2)C2C=CC=CC=2)[P](C2C=CC=CC=2)(C2C=CC=CC=2)C2C=CC=CC=2)(C2C=CC=CC=2)C2C=CC=CC=2)=CC=1.C1(C)C=CC=CC=1. The product is [Cl:11][C:12]1[CH:17]=[CH:16][C:15]([C:2]2[CH:7]=[CH:6][CH:5]=[CH:4][C:3]=2[CH2:8][C:9]#[N:10])=[CH:14][CH:13]=1. The yield is 0.940. (3) The reactants are [N:1]1[CH:6]=[CH:5][CH:4]=[CH:3][C:2]=1[NH:7][CH2:8][CH2:9][CH2:10][O:11][C:12]1[CH:13]=[C:14]2[C:18](=[CH:19][CH:20]=1)[NH:17][C:16]([CH:21]1[CH2:23][CH:22]1[C:24]([O:26]CC)=[O:25])=[CH:15]2.[OH-].[Na+].Cl.[CH3:32]O. The catalyst is O. The product is [N:1]1[CH:6]=[CH:5][CH:4]=[CH:3][C:2]=1[NH:7][CH2:8][CH2:9][CH2:10][O:11][C:12]1[CH:13]=[C:14]2[C:18](=[CH:19][CH:20]=1)[NH:17][C:16]([C@@H:21]1[CH2:32][C@H:23]1[CH2:22][C:24]([OH:26])=[O:25])=[CH:15]2. The yield is 0.570. (4) The reactants are [NH2:1][C@H:2]1[C:11]2[C:6](=[CH:7][CH:8]=[C:9]([C:12]3[CH:13]=[N:14][C:15]([C:18]([N:20]4[CH2:25][CH2:24][O:23][CH2:22][CH2:21]4)=[O:19])=[CH:16][CH:17]=3)[CH:10]=2)[N:5]([C:26](=[O:28])[CH3:27])[C@@H:4]([CH3:29])[CH2:3]1.Br[C:31]1[CH:36]=[CH:35][CH:34]=[C:33]([Cl:37])[CH:32]=1.C1(P(C2CCCCC2)C2C=CC=CC=2C2C(N(C)C)=CC=CC=2)CCCCC1.CC(C)([O-])C.[Na+]. The catalyst is O1CCOCC1.C1C=CC(/C=C/C(/C=C/C2C=CC=CC=2)=O)=CC=1.C1C=CC(/C=C/C(/C=C/C2C=CC=CC=2)=O)=CC=1.C1C=CC(/C=C/C(/C=C/C2C=CC=CC=2)=O)=CC=1.[Pd].[Pd]. The product is [Cl:37][C:33]1[CH:32]=[C:31]([NH:1][C@H:2]2[C:11]3[C:6](=[CH:7][CH:8]=[C:9]([C:12]4[CH:13]=[N:14][C:15]([C:18]([N:20]5[CH2:25][CH2:24][O:23][CH2:22][CH2:21]5)=[O:19])=[CH:16][CH:17]=4)[CH:10]=3)[N:5]([C:26](=[O:28])[CH3:27])[C@@H:4]([CH3:29])[CH2:3]2)[CH:36]=[CH:35][CH:34]=1. The yield is 0.450. (5) The reactants are [Cl:1][C:2]1[CH:7]=[CH:6][C:5]([CH2:8]Cl)=[CH:4][N:3]=1.[CH3:10][NH:11][CH:12]1[CH2:17][CH2:16][CH2:15][CH2:14][CH2:13]1.C(=O)([O-])[O-].[K+].[K+]. The catalyst is C(#N)C. The product is [Cl:1][C:2]1[N:3]=[CH:4][C:5]([CH2:8][N:11]([CH:12]2[CH2:17][CH2:16][CH2:15][CH2:14][CH2:13]2)[CH3:10])=[CH:6][CH:7]=1. The yield is 0.950. (6) The product is [OH:15][C:16]1([C:7]2[CH:12]=[N:11][C:10]([O:13][CH3:14])=[CH:9][CH:8]=2)[CH2:17][CH2:18][N:19]([C:22]([O:24][CH2:25][C:26]2[CH:31]=[CH:30][CH:29]=[CH:28][CH:27]=2)=[O:23])[CH2:20][CH2:21]1. The catalyst is CCOCC. The reactants are C([Li])CCC.Br[C:7]1[CH:8]=[CH:9][C:10]([O:13][CH3:14])=[N:11][CH:12]=1.[O:15]=[C:16]1[CH2:21][CH2:20][N:19]([C:22]([O:24][CH2:25][C:26]2[CH:31]=[CH:30][CH:29]=[CH:28][CH:27]=2)=[O:23])[CH2:18][CH2:17]1. The yield is 0.520. (7) The reactants are [N:1]1[CH:2]=[CH:3][N:4]2[C:9]=1[CH:8]=[CH:7][C:6]([O:10][C:11]1[CH:17]=[CH:16][C:14]([NH2:15])=[CH:13][CH:12]=1)=[N:5]2.[C:18](Cl)(=[O:25])[C:19]1[CH:24]=[CH:23][CH:22]=[CH:21][CH:20]=1. The catalyst is CN1CCCC1=O. The product is [N:1]1[CH:2]=[CH:3][N:4]2[C:9]=1[CH:8]=[CH:7][C:6]([O:10][C:11]1[CH:17]=[CH:16][C:14]([NH:15][C:18](=[O:25])[C:19]3[CH:24]=[CH:23][CH:22]=[CH:21][CH:20]=3)=[CH:13][CH:12]=1)=[N:5]2. The yield is 0.870.